From a dataset of Forward reaction prediction with 1.9M reactions from USPTO patents (1976-2016). Predict the product of the given reaction. (1) Given the reactants Cl[C:2]1[N:11]=[C:10]2[C:5]([C:6](=[O:18])[C:7]([C:15]([OH:17])=[O:16])=[CH:8][N:9]2[CH:12]2[CH2:14][CH2:13]2)=[CH:4][C:3]=1[F:19].[F:20][C:21]1[CH:22]=[C:23]([N:37]2[CH2:41][C@H:40]([CH2:42][NH:43][C:44](=[O:46])[CH3:45])[O:39][C:38]2=[O:47])[CH:24]=[CH:25][C:26]=1[O:27][CH2:28][C:29]1([OH:36])[CH2:35][CH2:34][CH2:33][NH:32][CH2:31][CH2:30]1.C(N(CC)CC)C.C[Si](C)(C)Cl, predict the reaction product. The product is: [C:44]([NH:43][CH2:42][C@@H:40]1[O:39][C:38](=[O:47])[N:37]([C:23]2[CH:24]=[CH:25][C:26]([O:27][CH2:28][C:29]3([OH:36])[CH2:35][CH2:34][CH2:33][N:32]([C:2]4[N:11]=[C:10]5[C:5]([C:6](=[O:18])[C:7]([C:15]([OH:17])=[O:16])=[CH:8][N:9]5[CH:12]5[CH2:14][CH2:13]5)=[CH:4][C:3]=4[F:19])[CH2:31][CH2:30]3)=[C:21]([F:20])[CH:22]=2)[CH2:41]1)(=[O:46])[CH3:45]. (2) Given the reactants OO.FC(F)(F)C(OC(=O)C(F)(F)F)=[O:6].[CH3:16][C:17]1[CH:18]=[CH:19][C:20]2[N+:25]([O-:26])=[N:24][C:23]([NH:27][CH2:28][CH2:29][CH2:30][N:31]3[CH2:36][CH2:35][O:34][CH2:33][CH2:32]3)=[N:22][C:21]=2[CH:37]=1.FC(F)(F)C(O)=O, predict the reaction product. The product is: [CH3:16][C:17]1[CH:18]=[CH:19][C:20]2[N+:25]([O-:26])=[N:24][C:23]([NH:27][CH2:28][CH2:29][CH2:30][N:31]3[CH2:36][CH2:35][O:34][CH2:33][CH2:32]3)=[N+:22]([O-:6])[C:21]=2[CH:37]=1. (3) The product is: [C:7]([C:7]1[CH:8]=[C:2]([C:1]([OH:10])=[O:9])[C:3]([OH:4])=[CH:5][CH:6]=1)(=[O:18])[CH2:8][CH2:2][CH2:3][CH3:5]. Given the reactants [C:1]([O:10]C(=O)CCCCC)(=[O:9])[C:2]1[C:3](=[CH:5][CH:6]=[CH:7][CH:8]=1)[OH:4].[OH-:18].[Na+].Cl, predict the reaction product.